From a dataset of Forward reaction prediction with 1.9M reactions from USPTO patents (1976-2016). Predict the product of the given reaction. (1) Given the reactants [CH2:1]([N:8]1[C:12]2[CH:13]=[C:14](Br)[CH:15]=[CH:16][C:11]=2[NH:10][C:9]1=[O:18])[C:2]1[CH:7]=[CH:6][CH:5]=[CH:4][CH:3]=1.[Cl:19][C:20]1[CH:21]=[C:22](B(O)O)[CH:23]=[CH:24][CH:25]=1.C(=O)([O-])[O-].[K+].[K+].C(OCC)(=O)C, predict the reaction product. The product is: [CH2:1]([N:8]1[C:12]2[CH:13]=[C:14]([C:24]3[CH:23]=[CH:22][CH:21]=[C:20]([Cl:19])[CH:25]=3)[CH:15]=[CH:16][C:11]=2[NH:10][C:9]1=[O:18])[C:2]1[CH:7]=[CH:6][CH:5]=[CH:4][CH:3]=1. (2) Given the reactants [N:1]1([CH2:6][C@@H:7]2[C@H:10]([NH:11][C:12](=[O:48])/[C:13](=[N:27]\[O:28][C:29]3([C:32]([O:34]C(C4C=CC=CC=4)C4C=CC=CC=4)=[O:33])[CH2:31][CH2:30]3)/[C:14]3[N:15]=[C:16]([NH:19]C(OC(C)(C)C)=O)[S:17][CH:18]=3)[C:9](=[O:49])[N:8]2[S:50]([OH:53])(=[O:52])=[O:51])[CH:5]=[N:4][CH:3]=[N:2]1.C(O)(C(F)(F)F)=O, predict the reaction product. The product is: [N:1]1([CH2:6][C@@H:7]2[C@H:10]([NH:11][C:12](=[O:48])/[C:13](=[N:27]\[O:28][C:29]3([C:32]([OH:34])=[O:33])[CH2:30][CH2:31]3)/[C:14]3[N:15]=[C:16]([NH2:19])[S:17][CH:18]=3)[C:9](=[O:49])[N:8]2[S:50]([OH:53])(=[O:51])=[O:52])[CH:5]=[N:4][CH:3]=[N:2]1. (3) Given the reactants C(OC([N:8]1[CH2:13][CH2:12][CH2:11][CH2:10][CH:9]1[C:14](=[O:38])[NH:15][C:16]1[CH:21]=[CH:20][C:19]([C:22]#[C:23][C:24]2[C:25]([C:30]3[CH:35]=[C:34]([CH3:36])[CH:33]=[CH:32][C:31]=3[OH:37])=[N:26][N:27]([CH3:29])[CH:28]=2)=[CH:18][CH:17]=1)=O)(C)(C)C.Cl.[S:40]1[CH:44]=[CH:43][CH:42]=[C:41]1[S:45](Cl)(=[O:47])=[O:46].C(N(CC)CC)C, predict the reaction product. The product is: [OH:37][C:31]1[CH:32]=[CH:33][C:34]([CH3:36])=[CH:35][C:30]=1[C:25]1[C:24]([C:23]#[C:22][C:19]2[CH:18]=[CH:17][C:16]([NH:15][C:14]([CH:9]3[CH2:10][CH2:11][CH2:12][CH2:13][N:8]3[S:45]([C:41]3[S:40][CH:44]=[CH:43][CH:42]=3)(=[O:47])=[O:46])=[O:38])=[CH:21][CH:20]=2)=[CH:28][N:27]([CH3:29])[N:26]=1. (4) Given the reactants [OH:1][CH:2]1[CH:7]([C:8]2[CH:9]=[N:10][C:11]([S:14][CH3:15])=[CH:12][CH:13]=2)[CH2:6][CH2:5][N:4]([C:16]([O:18][C:19]([CH3:22])([CH3:21])[CH3:20])=[O:17])[CH2:3]1.Cl[CH2:24][C:25]1[CH:34]=[C:33]([O:35][CH3:36])[C:32]2[C:27](=[CH:28][CH:29]=[CH:30][CH:31]=2)[C:26]=1[O:37][CH3:38], predict the reaction product. The product is: [CH3:38][O:37][C:26]1[C:27]2[C:32](=[CH:31][CH:30]=[CH:29][CH:28]=2)[C:33]([O:35][CH3:36])=[CH:34][C:25]=1[CH2:24][O:1][CH:2]1[CH:7]([C:8]2[CH:9]=[N:10][C:11]([S:14][CH3:15])=[CH:12][CH:13]=2)[CH2:6][CH2:5][N:4]([C:16]([O:18][C:19]([CH3:22])([CH3:21])[CH3:20])=[O:17])[CH2:3]1. (5) Given the reactants [CH2:1]=[CH:2][CH2:3][C@H:4]([NH2:8])[C:5]([OH:7])=[O:6].Cl, predict the reaction product. The product is: [NH3:8].[CH2:1]=[CH:2][CH2:3][C@H:4]([NH2:8])[C:5]([OH:7])=[O:6]. (6) Given the reactants [CH3:1][O:2][C:3]1[CH:4]=[CH:5][C:6]([NH:11][C:12]2[C:13]3[N:14]([CH:37]=[CH:38][N:39]=3)[N:15]=[C:16]([N:18]3[CH2:23][CH2:22][CH2:21][CH:20]([NH:24][C:25]([C:27]4[CH:36]=[CH:35][C:30]([C:31]([O:33]C)=[O:32])=[CH:29][CH:28]=4)=[O:26])[CH2:19]3)[CH:17]=2)=[N:7][C:8]=1[O:9][CH3:10].[OH-].[Na+], predict the reaction product. The product is: [CH3:1][O:2][C:3]1[CH:4]=[CH:5][C:6]([NH:11][C:12]2[C:13]3[N:14]([CH:37]=[CH:38][N:39]=3)[N:15]=[C:16]([N:18]3[CH2:23][CH2:22][CH2:21][CH:20]([NH:24][C:25]([C:27]4[CH:36]=[CH:35][C:30]([C:31]([OH:33])=[O:32])=[CH:29][CH:28]=4)=[O:26])[CH2:19]3)[CH:17]=2)=[N:7][C:8]=1[O:9][CH3:10]. (7) Given the reactants [F:1][C:2]1[CH:7]=[CH:6][CH:5]=[CH:4][C:3]=1[CH2:8][CH2:9][NH2:10].[CH3:11][C:12]1[N:16]([CH2:17][C:18]2[CH:26]=[CH:25][C:21]([C:22](O)=[O:23])=[CH:20][CH:19]=2)[C:15]2[CH:27]=[CH:28][CH:29]=[CH:30][C:14]=2[N:13]=1, predict the reaction product. The product is: [F:1][C:2]1[CH:7]=[CH:6][CH:5]=[CH:4][C:3]=1[CH2:8][CH2:9][NH:10][C:22](=[O:23])[C:21]1[CH:20]=[CH:19][C:18]([CH2:17][N:16]2[C:15]3[CH:27]=[CH:28][CH:29]=[CH:30][C:14]=3[N:13]=[C:12]2[CH3:11])=[CH:26][CH:25]=1. (8) Given the reactants [Cl:1][C:2]1[CH:7]=[C:6](Cl)[N:5]=[C:4]([NH2:9])[N:3]=1.[CH3:10][O:11][C:12]1[CH:17]=[CH:16][CH:15]=[CH:14][C:13]=1B(O)O.C(COC)OC.C([O-])(O)=O.[Na+], predict the reaction product. The product is: [Cl:1][C:2]1[CH:7]=[C:6]([C:13]2[CH:14]=[CH:15][CH:16]=[CH:17][C:12]=2[O:11][CH3:10])[N:5]=[C:4]([NH2:9])[N:3]=1.